This data is from Full USPTO retrosynthesis dataset with 1.9M reactions from patents (1976-2016). The task is: Predict the reactants needed to synthesize the given product. Given the product [Br:8][C:5]1[CH:4]=[N:3][C:2]([C:13]2[CH:14]=[CH:15][C:10]([F:9])=[CH:11][CH:12]=2)=[CH:7][N:6]=1, predict the reactants needed to synthesize it. The reactants are: Br[C:2]1[CH:7]=[N:6][C:5]([Br:8])=[CH:4][N:3]=1.[F:9][C:10]1[CH:15]=[CH:14][C:13](B(O)O)=[CH:12][CH:11]=1.C(=O)([O-])[O-].[Na+].[Na+].